Dataset: Forward reaction prediction with 1.9M reactions from USPTO patents (1976-2016). Task: Predict the product of the given reaction. (1) Given the reactants [C:1](Cl)(=[O:8])[C:2]1[CH:7]=[CH:6][CH:5]=[CH:4][CH:3]=1.[C:10]([C:12]1[CH:13]=[C:14]([CH:26]=[CH:27][CH:28]=1)[C:15]([NH:17][CH2:18][C:19]1[CH:24]=[CH:23][C:22]([NH2:25])=[CH:21][CH:20]=1)=[O:16])#[N:11].C(N(CC)CC)C, predict the reaction product. The product is: [C:10]([C:12]1[CH:13]=[C:14]([CH:26]=[CH:27][CH:28]=1)[C:15]([NH:17][CH2:18][C:19]1[CH:24]=[CH:23][C:22]([NH:25][C:1](=[O:8])[C:2]2[CH:7]=[CH:6][CH:5]=[CH:4][CH:3]=2)=[CH:21][CH:20]=1)=[O:16])#[N:11]. (2) Given the reactants [Cl:1][C:2]1[CH:18]=[CH:17][CH:16]=[CH:15][C:3]=1[CH2:4][NH:5][C:6]([N:8]1[CH2:12][CH2:11][CH2:10][C@H:9]1[CH2:13][OH:14])=[O:7].[CH2:19]([C:21]1[CH:26]=[CH:25][C:24]([N:27]=[C:28]=[O:29])=[CH:23][CH:22]=1)[CH3:20], predict the reaction product. The product is: [CH2:19]([C:21]1[CH:26]=[CH:25][C:24]([NH:27][C:28](=[O:29])[O:14][CH2:13][C@@H:9]2[CH2:10][CH2:11][CH2:12][N:8]2[C:6](=[O:7])[NH:5][CH2:4][C:3]2[CH:15]=[CH:16][CH:17]=[CH:18][C:2]=2[Cl:1])=[CH:23][CH:22]=1)[CH3:20]. (3) Given the reactants [CH3:1][S:2]([CH2:5][CH2:6][CH2:7][OH:8])(=[O:4])=[O:3].N(C(N1CCCCC1)=O)=NC(N1CCCCC1)=O.[Cl:27]C1C=CC(N[C:33]2[C:42]3[C:37](=[CH:38][C:39](O)=[C:40](OC)[CH:41]=3)[N:36]=[CH:35][N:34]=2)=C(F)C=1.C(P(CCCC)CCCC)CCC.Cl, predict the reaction product. The product is: [ClH:27].[CH3:1][S:2]([CH2:5][CH2:6][CH2:7][O:8][N:34]1[CH:33]=[C:42]2[C:37]([CH:38]=[CH:39][CH:40]=[CH:41]2)=[N:36][CH2:35]1)(=[O:4])=[O:3]. (4) The product is: [CH:1]([N:14]1[CH2:17][C:16]([F:20])([C:18]([OH:26])=[O:21])[CH2:15]1)([C:8]1[CH:13]=[CH:12][CH:11]=[CH:10][CH:9]=1)[C:2]1[CH:7]=[CH:6][CH:5]=[CH:4][CH:3]=1. Given the reactants [CH:1]([N:14]1[CH2:17][C:16]([F:20])([C:18]#N)[CH2:15]1)([C:8]1[CH:13]=[CH:12][CH:11]=[CH:10][CH:9]=1)[C:2]1[CH:7]=[CH:6][CH:5]=[CH:4][CH:3]=1.[OH-:21].[Na+].Cl.C([OH:26])C, predict the reaction product. (5) Given the reactants Cl.Cl.[N:3]1([C:9]2[N:14]=[CH:13][C:12]([C:15]3[CH:24]=[CH:23][C:18]([C:19]([O:21][CH3:22])=[O:20])=[CH:17][CH:16]=3)=[CH:11][N:10]=2)[CH2:8][CH2:7][NH:6][CH2:5][CH2:4]1.[CH:25]1([CH:30]=O)[CH2:29][CH2:28][CH2:27][CH2:26]1.C(O[BH-](OC(=O)C)OC(=O)C)(=O)C.[Na+], predict the reaction product. The product is: [CH:25]1([CH2:30][N:6]2[CH2:7][CH2:8][N:3]([C:9]3[N:10]=[CH:11][C:12]([C:15]4[CH:16]=[CH:17][C:18]([C:19]([O:21][CH3:22])=[O:20])=[CH:23][CH:24]=4)=[CH:13][N:14]=3)[CH2:4][CH2:5]2)[CH2:29][CH2:28][CH2:27][CH2:26]1. (6) Given the reactants Cl[C:2]1[CH:7]=[CH:6][N:5]=[C:4]([C:8]([OH:10])=[O:9])[CH:3]=1.[C:11](#[N:15])[CH:12]([CH3:14])[CH3:13].[Li+].C[Si]([N-][Si](C)(C)C)(C)C, predict the reaction product. The product is: [C:11]([C:12]([C:2]1[CH:7]=[CH:6][N:5]=[C:4]([C:8]([OH:10])=[O:9])[CH:3]=1)([CH3:14])[CH3:13])#[N:15].